This data is from NCI-60 drug combinations with 297,098 pairs across 59 cell lines. The task is: Regression. Given two drug SMILES strings and cell line genomic features, predict the synergy score measuring deviation from expected non-interaction effect. (1) Synergy scores: CSS=17.3, Synergy_ZIP=-3.57, Synergy_Bliss=-0.877, Synergy_Loewe=-36.3, Synergy_HSA=1.76. Drug 1: COC1=CC(=CC(=C1O)OC)C2C3C(COC3=O)C(C4=CC5=C(C=C24)OCO5)OC6C(C(C7C(O6)COC(O7)C8=CC=CS8)O)O. Drug 2: C1CNP(=O)(OC1)N(CCCl)CCCl. Cell line: PC-3. (2) Drug 1: C1=CN(C(=O)N=C1N)C2C(C(C(O2)CO)O)(F)F. Drug 2: CC(C)(C#N)C1=CC=C(C=C1)N2C3=C4C=C(C=CC4=NC=C3N(C2=O)C)C5=CC6=CC=CC=C6N=C5. Cell line: T-47D. Synergy scores: CSS=62.8, Synergy_ZIP=10.0, Synergy_Bliss=9.64, Synergy_Loewe=12.3, Synergy_HSA=15.5. (3) Drug 1: C1=C(C(=O)NC(=O)N1)F. Drug 2: CCCCC(=O)OCC(=O)C1(CC(C2=C(C1)C(=C3C(=C2O)C(=O)C4=C(C3=O)C=CC=C4OC)O)OC5CC(C(C(O5)C)O)NC(=O)C(F)(F)F)O. Cell line: MDA-MB-435. Synergy scores: CSS=15.5, Synergy_ZIP=0.321, Synergy_Bliss=-1.71, Synergy_Loewe=-2.26, Synergy_HSA=-2.14. (4) Drug 1: CC12CCC3C(C1CCC2=O)CC(=C)C4=CC(=O)C=CC34C. Drug 2: C1=CC(=CC=C1CCC2=CNC3=C2C(=O)NC(=N3)N)C(=O)NC(CCC(=O)O)C(=O)O. Cell line: SN12C. Synergy scores: CSS=28.5, Synergy_ZIP=-2.74, Synergy_Bliss=-5.45, Synergy_Loewe=-2.66, Synergy_HSA=-1.29. (5) Drug 1: CN1C(=O)N2C=NC(=C2N=N1)C(=O)N. Cell line: MOLT-4. Synergy scores: CSS=6.88, Synergy_ZIP=-5.29, Synergy_Bliss=-4.80, Synergy_Loewe=-2.15, Synergy_HSA=-1.54. Drug 2: C(=O)(N)NO. (6) Drug 1: CC1=C(C(CCC1)(C)C)C=CC(=CC=CC(=CC(=O)O)C)C. Drug 2: CN1C(=O)N2C=NC(=C2N=N1)C(=O)N. Cell line: NCI-H522. Synergy scores: CSS=2.30, Synergy_ZIP=0.370, Synergy_Bliss=0.0463, Synergy_Loewe=-1.04, Synergy_HSA=-1.21. (7) Drug 1: C1CCN(CC1)CCOC2=CC=C(C=C2)C(=O)C3=C(SC4=C3C=CC(=C4)O)C5=CC=C(C=C5)O. Drug 2: CC1=C2C(C(=O)C3(C(CC4C(C3C(C(C2(C)C)(CC1OC(=O)C(C(C5=CC=CC=C5)NC(=O)C6=CC=CC=C6)O)O)OC(=O)C7=CC=CC=C7)(CO4)OC(=O)C)O)C)OC(=O)C. Cell line: A498. Synergy scores: CSS=30.3, Synergy_ZIP=-10.3, Synergy_Bliss=-8.45, Synergy_Loewe=-17.8, Synergy_HSA=-6.34. (8) Cell line: HOP-62. Drug 1: CN1C(=O)N2C=NC(=C2N=N1)C(=O)N. Drug 2: C1CN(P(=O)(OC1)NCCCl)CCCl. Synergy scores: CSS=-7.87, Synergy_ZIP=1.09, Synergy_Bliss=-3.94, Synergy_Loewe=-4.70, Synergy_HSA=-7.76.